This data is from Peptide-MHC class II binding affinity with 134,281 pairs from IEDB. The task is: Regression. Given a peptide amino acid sequence and an MHC pseudo amino acid sequence, predict their binding affinity value. This is MHC class II binding data. The peptide sequence is LIEVNPPFGDSYIIV. The MHC is HLA-DQA10102-DQB10501 with pseudo-sequence HLA-DQA10102-DQB10501. The binding affinity (normalized) is 0.289.